Dataset: Reaction yield outcomes from USPTO patents with 853,638 reactions. Task: Predict the reaction yield, written as a fraction of the theoretical maximum amount of product (1.0 means a 100% yield; for example, 0.34 means a 34% yield). (1) The reactants are Br[C:2]1[C:3]([O:17][CH3:18])=[C:4]([C:13]([O:15][CH3:16])=[O:14])[C:5]2[NH:6][C:7](=[O:12])[CH:8]=[N:9][C:10]=2[CH:11]=1.[F:19][C:20]1[CH:21]=[C:22](B(O)O)[CH:23]=[CH:24][CH:25]=1.C(=O)([O-])[O-].[K+].[K+]. The catalyst is O1CCOCC1.C1C=CC([P]([Pd]([P](C2C=CC=CC=2)(C2C=CC=CC=2)C2C=CC=CC=2)([P](C2C=CC=CC=2)(C2C=CC=CC=2)C2C=CC=CC=2)[P](C2C=CC=CC=2)(C2C=CC=CC=2)C2C=CC=CC=2)(C2C=CC=CC=2)C2C=CC=CC=2)=CC=1. The product is [F:19][C:20]1[CH:25]=[C:24]([C:2]2[C:3]([O:17][CH3:18])=[C:4]([C:13]([O:15][CH3:16])=[O:14])[C:5]3[NH:6][C:7](=[O:12])[CH:8]=[N:9][C:10]=3[CH:11]=2)[CH:23]=[CH:22][CH:21]=1. The yield is 0.711. (2) The yield is 0.540. The catalyst is C(Cl)Cl. The reactants are [NH:1]1[C:5]2[CH:6]=[CH:7][CH:8]=[CH:9][C:4]=2[N:3]=[C:2]1[CH2:10][N:11]([CH:21]1[C:30]2[N:29]=[CH:28][CH:27]=[CH:26][C:25]=2[CH2:24][CH2:23][CH2:22]1)[CH2:12][C:13]1[CH:18]=[CH:17][C:16]([CH2:19][NH2:20])=[CH:15][CH:14]=1.[CH:31](=O)[C:32]1[C:33](=[CH:35][CH:36]=[CH:37][CH:38]=1)[OH:34].[BH-](OC(C)=O)(OC(C)=O)OC(C)=O.[Na+]. The product is [OH:34][C:33]1[CH:35]=[CH:36][CH:37]=[CH:38][C:32]=1[CH2:31][NH:20][CH2:19][C:16]1[CH:15]=[CH:14][C:13]([CH2:12][N:11]([CH2:10][C:2]2[NH:3][C:4]3[CH:9]=[CH:8][CH:7]=[CH:6][C:5]=3[N:1]=2)[CH:21]2[C:30]3[N:29]=[CH:28][CH:27]=[CH:26][C:25]=3[CH2:24][CH2:23][CH2:22]2)=[CH:18][CH:17]=1. (3) The reactants are C1(P(C2C=CC=CC=2)C2C=CC=CC=2)C=CC=CC=1.[I:20]I.N1C=CN=C1.[CH3:27][O:28][C:29](=[O:37])[CH2:30][O:31][CH2:32][C:33]#[C:34][CH2:35]O. The catalyst is C(Cl)Cl. The product is [CH3:27][O:28][C:29](=[O:37])[CH2:30][O:31][CH2:32][C:33]#[C:34][CH2:35][I:20]. The yield is 0.390. (4) The reactants are [CH2:1]([N:8]1[CH2:12][CH:11]([N:13](C(OC(C)(C)C)=O)[CH2:14][C:15]2[CH:20]=[CH:19][C:18]([F:21])=[CH:17][C:16]=2[F:22])[CH2:10][CH:9]1[C:30](O)=[O:31])[C:2]1[CH:7]=[CH:6][CH:5]=[CH:4][CH:3]=1.[CH3:33][C:34]1[CH:35]=[C:36]([N:41]2[CH2:46][CH2:45][NH:44][CH2:43][CH2:42]2)[CH:37]=[CH:38][C:39]=1[CH3:40]. No catalyst specified. The product is [CH2:1]([N:8]1[CH2:12][C@@H:11]([NH:13][CH2:14][C:15]2[CH:20]=[CH:19][C:18]([F:21])=[CH:17][C:16]=2[F:22])[CH2:10][C@H:9]1[C:30]([N:44]1[CH2:43][CH2:42][N:41]([C:36]2[CH:37]=[CH:38][C:39]([CH3:40])=[C:34]([CH3:33])[CH:35]=2)[CH2:46][CH2:45]1)=[O:31])[C:2]1[CH:7]=[CH:6][CH:5]=[CH:4][CH:3]=1. The yield is 0.140.